The task is: Regression. Given a peptide amino acid sequence and an MHC pseudo amino acid sequence, predict their binding affinity value. This is MHC class II binding data.. This data is from Peptide-MHC class II binding affinity with 134,281 pairs from IEDB. (1) The peptide sequence is HQSIGSTLYNKIYLYENMNI. The MHC is DRB1_1501 with pseudo-sequence DRB1_1501. The binding affinity (normalized) is 1.00. (2) The peptide sequence is LAGDAAGAWRTAAVE. The MHC is DRB1_0405 with pseudo-sequence DRB1_0405. The binding affinity (normalized) is 0.141. (3) The peptide sequence is MASRFMTDPHAMRDM. The MHC is DRB1_0405 with pseudo-sequence DRB1_0405. The binding affinity (normalized) is 0.337. (4) The peptide sequence is RCALHWFPGSHLLHV. The MHC is HLA-DQA10501-DQB10301 with pseudo-sequence HLA-DQA10501-DQB10301. The binding affinity (normalized) is 0.124. (5) The peptide sequence is LIWVGINTRNMTMSM. The MHC is H-2-IAb with pseudo-sequence H-2-IAb. The binding affinity (normalized) is 0.214. (6) The peptide sequence is YKKYFAATQFEPLAA. The MHC is HLA-DQA10501-DQB10301 with pseudo-sequence HLA-DQA10501-DQB10301. The binding affinity (normalized) is 0.339. (7) The MHC is DRB1_0701 with pseudo-sequence DRB1_0701. The binding affinity (normalized) is 0.913. The peptide sequence is SDFYALISERFINYA.